This data is from Forward reaction prediction with 1.9M reactions from USPTO patents (1976-2016). The task is: Predict the product of the given reaction. (1) The product is: [CH2:21]([N:16]([CH2:17][CH3:18])[C:22]1[N:31]=[C:25]2[CH:26]=[CH:27][C:28]([NH2:30])=[CH:29][N:24]2[N:23]=1)[CH3:20]. Given the reactants BrC1C=CC2N(N=C(N(CC)CC)N=2)C=1.[N:16]1([C:22]2[N:31]=[C:25]3[CH:26]=[CH:27][C:28]([NH2:30])=[CH:29][N:24]3[N:23]=2)[CH2:21][CH2:20]O[CH2:18][CH2:17]1, predict the reaction product. (2) Given the reactants [C:1]([C:3]1[N:7]2[N:8]=[CH:9][CH:10]=[CH:11][C:6]2=[N:5][CH:4]=1)#[CH:2].[OH:12][CH2:13][CH2:14][N:15]1[CH2:20][CH2:19][N:18]([CH2:21][C:22]2[CH:27]=[CH:26][C:25]([NH:28][C:29](=[O:38])[C:30]3[CH:35]=[CH:34][C:33]([CH3:36])=[C:32](I)[CH:31]=3)=[CH:24][C:23]=2[C:39]([F:42])([F:41])[F:40])[CH2:17][CH2:16]1, predict the reaction product. The product is: [OH:12][CH2:13][CH2:14][N:15]1[CH2:16][CH2:17][N:18]([CH2:21][C:22]2[CH:27]=[CH:26][C:25]([NH:28][C:29](=[O:38])[C:30]3[CH:35]=[CH:34][C:33]([CH3:36])=[C:32]([C:2]#[C:1][C:3]4[N:7]5[N:8]=[CH:9][CH:10]=[CH:11][C:6]5=[N:5][CH:4]=4)[CH:31]=3)=[CH:24][C:23]=2[C:39]([F:42])([F:41])[F:40])[CH2:19][CH2:20]1.